The task is: Predict the product of the given reaction.. This data is from Forward reaction prediction with 1.9M reactions from USPTO patents (1976-2016). (1) The product is: [Si:1]([O:8][C:9]1[C:10]([F:24])=[C:11]([C:26]2[N:27]=[CH:28][C:29]([NH2:32])=[N:30][CH:31]=2)[CH:12]=[CH:13][C:14]=1[CH:15]1[CH2:20][CH2:19][CH2:18][CH2:17][CH2:16]1)([C:4]([CH3:7])([CH3:6])[CH3:5])([CH3:3])[CH3:2]. Given the reactants [Si:1]([O:8][C:9]1[C:10]([F:24])=[C:11](B(O)O)[CH:12]=[CH:13][C:14]=1[CH:15]1[CH2:20][CH2:19][CH2:18][CH2:17][CH2:16]1)([C:4]([CH3:7])([CH3:6])[CH3:5])([CH3:3])[CH3:2].Br[C:26]1[N:27]=[CH:28][C:29]([NH2:32])=[N:30][CH:31]=1.C([O-])([O-])=O.[K+].[K+], predict the reaction product. (2) Given the reactants [OH:1][CH:2]1[C:11]2[C:6](=[CH:7][CH:8]=[CH:9][N:10]=2)[N:5]=[CH:4][CH:3]1[C:12]([O:14]CC)=[O:13].Cl, predict the reaction product. The product is: [OH:1][CH:2]1[C:11]2[C:6](=[CH:7][CH:8]=[CH:9][N:10]=2)[N:5]=[CH:4][CH:3]1[C:12]([OH:14])=[O:13]. (3) Given the reactants [O:1]=[C:2]1[C:6]2([CH2:11][CH2:10][N:9]([C:12]([O:14][CH2:15][C:16]3[CH:21]=[CH:20][CH:19]=[CH:18][CH:17]=3)=[O:13])[CH2:8][CH2:7]2)[N:5]([C:22]2[CH:27]=[CH:26][CH:25]=[CH:24][CH:23]=2)[CH2:4][NH:3]1.I[C:29]1[CH:38]=[CH:37][CH:36]=[CH:35][C:30]=1[C:31]([O:33][CH3:34])=[O:32].CNCCNC.C(O)(=O)CC(CC(O)=O)(C(O)=O)O, predict the reaction product. The product is: [CH3:34][O:33][C:31]([C:30]1[CH:35]=[CH:36][CH:37]=[CH:38][C:29]=1[N:3]1[C:2](=[O:1])[C:6]2([CH2:7][CH2:8][N:9]([C:12]([O:14][CH2:15][C:16]3[CH:17]=[CH:18][CH:19]=[CH:20][CH:21]=3)=[O:13])[CH2:10][CH2:11]2)[N:5]([C:22]2[CH:27]=[CH:26][CH:25]=[CH:24][CH:23]=2)[CH2:4]1)=[O:32]. (4) Given the reactants C(OC[N:9]1[C:13]2[N:14]=[N:15][CH:16]=[C:17]([C:18]3[CH:19]=[N:20][N:21]([C:23]4([CH2:32][C:33]#[N:34])[CH2:26][N:25]([S:27]([CH2:30][CH3:31])(=[O:29])=[O:28])[CH2:24]4)[CH:22]=3)[C:12]=2[CH:11]=[CH:10]1)(=O)C(C)(C)C.[OH-].[Na+], predict the reaction product. The product is: [N:14]1[C:13]2[NH:9][CH:10]=[CH:11][C:12]=2[C:17]([C:18]2[CH:19]=[N:20][N:21]([C:23]3([CH2:32][C:33]#[N:34])[CH2:24][N:25]([S:27]([CH2:30][CH3:31])(=[O:29])=[O:28])[CH2:26]3)[CH:22]=2)=[CH:16][N:15]=1. (5) Given the reactants C([NH:5][C:6]([NH:8][C@H:9]([CH2:12][C:13]1[CH:18]=[CH:17][CH:16]=[CH:15][CH:14]=1)[CH2:10]O)=[S:7])(C)(C)C.[ClH:19], predict the reaction product. The product is: [ClH:19].[C:13]1([CH2:12][C@@H:9]2[CH2:10][S:7][C:6]([NH2:5])=[N:8]2)[CH:18]=[CH:17][CH:16]=[CH:15][CH:14]=1. (6) Given the reactants C(=O)([O-])O.[K+].[I:6][C:7]1[CH:8]=[C:9]([C:14](=[NH:16])[NH2:15])[CH:10]=[CH:11][C:12]=1[CH3:13].Cl[CH2:18][C:19](=O)[CH3:20], predict the reaction product. The product is: [I:6][C:7]1[CH:8]=[C:9]([C:14]2[NH:15][C:19]([CH3:20])=[CH:18][N:16]=2)[CH:10]=[CH:11][C:12]=1[CH3:13].